From a dataset of Full USPTO retrosynthesis dataset with 1.9M reactions from patents (1976-2016). Predict the reactants needed to synthesize the given product. (1) Given the product [C:40]1([CH:17]([C:16]2[CH:46]=[CH:6][CH:1]=[CH:2][CH:15]=2)[C:18]([NH:20][C@@H:21]2[C@H:28]3[C@H:24]([CH2:25][N:26]([CH2:29][C:30]4[CH:35]=[CH:34][CH:33]=[C:32]([C:36]([F:37])([F:38])[F:39])[CH:31]=4)[CH2:27]3)[CH2:23][CH2:22]2)=[O:19])[CH:45]=[CH:44][CH:43]=[CH:42][CH:41]=1, predict the reactants needed to synthesize it. The reactants are: [C:1]1(C2(C(O)=O)CCCC2)[CH:6]=CC=C[CH:2]=1.[CH3:15][CH:16]([CH3:46])[CH:17]([C:40]1[CH:45]=[CH:44][CH:43]=[CH:42][CH:41]=1)[C:18]([NH:20][C@@H:21]1[C@H:28]2[C@H:24]([CH2:25][N:26]([CH2:29][C:30]3[CH:35]=[CH:34][CH:33]=[C:32]([C:36]([F:39])([F:38])[F:37])[CH:31]=3)[CH2:27]2)[CH2:23][CH2:22]1)=[O:19].C(N1C[C@H]2C(N)CC[C@H]2C1)C1C=CC=CC=1. (2) Given the product [C:16]1([S:15]([C:6]2[C:5]3[C:10](=[CH:11][C:12]([O:13][CH3:14])=[C:3]([O:2][CH3:1])[CH:4]=3)[N:9]=[CH:8][CH:7]=2)=[O:27])[CH:21]=[CH:20][CH:19]=[CH:18][CH:17]=1, predict the reactants needed to synthesize it. The reactants are: [CH3:1][O:2][C:3]1[CH:4]=[C:5]2[C:10](=[CH:11][C:12]=1[O:13][CH3:14])[N:9]=[CH:8][CH:7]=[C:6]2[S:15][C:16]1[CH:21]=[CH:20][CH:19]=[CH:18][CH:17]=1.ClC1C=C(C=CC=1)C(OO)=[O:27].C([O-])(O)=O.[Na+]. (3) Given the product [C:30]([C:29]1[CH:33]=[CH:34][CH:35]=[CH:36][C:28]=1[NH:27][C:16]([C:13]1[CH:12]=[CH:11][C:10]2[CH:9]=[C:8]3[C:2](=[O:1])[NH:3][CH2:4][CH2:5][CH2:6][N:7]3[C:15]=2[CH:14]=1)=[O:18])(=[O:31])[NH2:32], predict the reactants needed to synthesize it. The reactants are: [O:1]=[C:2]1[C:8]2=[CH:9][C:10]3[CH:11]=[CH:12][C:13]([C:16]([OH:18])=O)=[CH:14][C:15]=3[N:7]2[CH2:6][CH2:5][CH2:4][NH:3]1.ClC(N(C)C)=C(C)C.[NH2:27][C:28]1[CH:36]=[CH:35][CH:34]=[CH:33][C:29]=1[C:30]([NH2:32])=[O:31].N1C=CC=CC=1. (4) Given the product [Cl:11][C:12]1[C:17]([Cl:18])=[C:16]([O:19][CH2:20][C:21]2[C:22]([C:33]([F:35])([F:36])[F:34])=[N:23][S:24][C:25]=2[C:26]2[CH:27]=[CH:28][C:29]([Cl:32])=[CH:30][CH:31]=2)[CH:15]=[CH:14][C:13]=1[CH2:37][CH2:38][C:39]([OH:41])=[O:40], predict the reactants needed to synthesize it. The reactants are: ClC1C=CC(B(O)O)=CC=1.[Cl:11][C:12]1[C:17]([Cl:18])=[C:16]([O:19][CH2:20][C:21]2[C:22]([C:33]([F:36])([F:35])[F:34])=[N:23][S:24][C:25]=2[C:26]2[CH:31]=[CH:30][C:29]([Cl:32])=[CH:28][CH:27]=2)[CH:15]=[CH:14][C:13]=1[CH2:37][CH2:38][C:39]([O:41]CC)=[O:40]. (5) Given the product [C:29]([C:2]1[CH:7]=[CH:6][C:5]([C:8]([N:14]2[C:22]3[C:17](=[C:18]([NH:23][S:24]([CH3:27])(=[O:26])=[O:25])[CH:19]=[CH:20][CH:21]=3)[CH:16]=[N:15]2)([CH2:12][CH3:13])[CH:9]([OH:11])[CH3:10])=[CH:4][CH:3]=1)#[N:31], predict the reactants needed to synthesize it. The reactants are: Cl[C:2]1[CH:7]=[CH:6][C:5]([C:8]([N:14]2[C:22]3[C:17](=[C:18]([NH:23][S:24]([CH3:27])(=[O:26])=[O:25])[CH:19]=[CH:20][CH:21]=3)[CH:16]=[N:15]2)([CH2:12][CH3:13])[CH:9]([OH:11])[CH3:10])=[CH:4][CH:3]=1.C[C:29]([N:31](C)C)=O. (6) Given the product [O:36]1[CH2:40][CH2:39][CH2:38][N:37]1[C:12]([C:11]1[CH:10]=[C:9]([CH:17]=[CH:16][CH:15]=1)[CH2:8][N:7]1[C:2](=[O:1])[CH:3]=[CH:4][C:5]([C:18]2[O:22][N:21]=[C:20]([C:23]3[CH:28]=[CH:27][C:26]([C:29]([CH3:35])([CH3:34])[C:30]([F:31])([F:32])[F:33])=[CH:25][CH:24]=3)[N:19]=2)=[N:6]1)=[O:13], predict the reactants needed to synthesize it. The reactants are: [O:1]=[C:2]1[N:7]([CH2:8][C:9]2[CH:10]=[C:11]([CH:15]=[CH:16][CH:17]=2)[C:12](Cl)=[O:13])[N:6]=[C:5]([C:18]2[O:22][N:21]=[C:20]([C:23]3[CH:28]=[CH:27][C:26]([C:29]([CH3:35])([CH3:34])[C:30]([F:33])([F:32])[F:31])=[CH:25][CH:24]=3)[N:19]=2)[CH:4]=[CH:3]1.[O:36]1[CH2:40][CH2:39][CH2:38][NH:37]1. (7) Given the product [C:1]([O:5][C:6]([CH:7]1[CH:34]([C:30]2[CH:31]=[CH:32][CH:33]=[C:28]([Cl:27])[C:29]=2[F:46])[C:35]([C:38]2[CH:43]=[CH:42][C:41]([Cl:44])=[CH:40][C:39]=2[F:45])([C:36]#[N:37])[CH:9]([CH2:10][C:11]2([C:17]([CH3:25])([CH3:24])[O:18][SiH2:19][C:20]([CH3:23])([CH3:22])[CH3:21])[CH2:16][CH2:15][CH:14]=[CH:13][CH2:12]2)[NH:8]1)=[O:26])([CH3:3])([CH3:4])[CH3:2], predict the reactants needed to synthesize it. The reactants are: [C:1]([O:5][C:6](=[O:26])[CH2:7]/[N:8]=[CH:9]/[CH2:10][C:11]1([C:17]([CH3:25])([CH3:24])[O:18][SiH2:19][C:20]([CH3:23])([CH3:22])[CH3:21])[CH2:16][CH2:15][CH:14]=[CH:13][CH2:12]1)([CH3:4])([CH3:3])[CH3:2].[Cl:27][C:28]1[C:29]([F:46])=[C:30](/[CH:34]=[C:35](/[C:38]2[CH:43]=[CH:42][C:41]([Cl:44])=[CH:40][C:39]=2[F:45])\[C:36]#[N:37])[CH:31]=[CH:32][CH:33]=1.C(N(CC)CC)C.C1CCN2C(=NCCC2)CC1. (8) Given the product [C:3]([O:7][C:8]([N:10]([C:19]1[CH:24]=[CH:23][CH:22]=[CH:21][N:20]=1)[CH2:11][CH2:12][CH2:13][CH2:14][C:15]([OH:17])=[O:16])=[O:9])([CH3:6])([CH3:4])[CH3:5], predict the reactants needed to synthesize it. The reactants are: [OH-].[Na+].[C:3]([O:7][C:8]([N:10]([C:19]1[CH:24]=[CH:23][CH:22]=[CH:21][N:20]=1)[CH2:11][CH2:12][CH2:13][CH2:14][C:15]([O:17]C)=[O:16])=[O:9])([CH3:6])([CH3:5])[CH3:4].Cl. (9) Given the product [CH3:28][C:27]1[CH:29]=[CH:30][C:24]([S:21]([O:12][CH2:11][CH2:10][C:8]2[S:9][C:5]3[CH:4]=[CH:3][C:2]([Br:1])=[CH:13][C:6]=3[CH:7]=2)(=[O:23])=[O:22])=[CH:25][CH:26]=1, predict the reactants needed to synthesize it. The reactants are: [Br:1][C:2]1[CH:3]=[CH:4][C:5]2[S:9][C:8]([CH2:10][CH2:11][OH:12])=[CH:7][C:6]=2[CH:13]=1.C(N(CC)CC)C.[S:21](Cl)([C:24]1[CH:30]=[CH:29][C:27]([CH3:28])=[CH:26][CH:25]=1)(=[O:23])=[O:22]. (10) The reactants are: [F:1][C:2]([F:32])([F:31])[C:3]1[CH:8]=[CH:7][CH:6]=[CH:5][C:4]=1[C@H:9]([NH:26][C:27](=O)[CH2:28]Cl)[C@@H:10]([NH:21][C:22](=O)[CH2:23]Cl)[C:11]1[CH:16]=[CH:15][CH:14]=[CH:13][C:12]=1[C:17]([F:20])([F:19])[F:18].B.C1COCC1.CO. Given the product [F:1][C:2]([F:32])([F:31])[C:3]1[CH:8]=[CH:7][CH:6]=[CH:5][C:4]=1[C@H:9]1[C@H:10]([C:11]2[CH:16]=[CH:15][CH:14]=[CH:13][C:12]=2[C:17]([F:20])([F:19])[F:18])[N:21]2[CH2:28][CH2:27][N:26]1[CH2:23][CH2:22]2, predict the reactants needed to synthesize it.